This data is from Catalyst prediction with 721,799 reactions and 888 catalyst types from USPTO. The task is: Predict which catalyst facilitates the given reaction. (1) Reactant: [Cl:1][CH2:2][CH2:3][O:4][C:5]1[CH:6]=[C:7]([N:28]2[CH2:33][CH2:32][N:31]([CH3:34])[CH2:30][CH2:29]2)[CH:8]=[C:9]([CH2:14][S:15]([C:18]2[C:27]3[C:22](=[CH:23][CH:24]=[CH:25][CH:26]=3)[CH:21]=[CH:20][CH:19]=2)(=[O:17])=[O:16])[C:10]=1[N+:11]([O-])=O.C1COCC1. Product: [Cl:1][CH2:2][CH2:3][O:4][C:5]1[CH:6]=[C:7]([N:28]2[CH2:29][CH2:30][N:31]([CH3:34])[CH2:32][CH2:33]2)[CH:8]=[C:9]([CH2:14][S:15]([C:18]2[C:27]3[C:22](=[CH:23][CH:24]=[CH:25][CH:26]=3)[CH:21]=[CH:20][CH:19]=2)(=[O:17])=[O:16])[C:10]=1[NH2:11]. The catalyst class is: 43. (2) Reactant: [CH2:1]([N:8]1[C:16]2[C:11](=[CH:12][CH:13]=[C:14](C(O)=O)[CH:15]=2)[C:10]([CH3:20])=[N:9]1)[C:2]1[CH:7]=[CH:6][CH:5]=[CH:4][CH:3]=1.C(Cl)(=O)[C:22]([Cl:24])=[O:23]. Product: [CH2:1]([N:8]1[C:16]2[C:11](=[CH:12][CH:13]=[CH:14][CH:15]=2)[C:10]([CH3:20])([C:22]([Cl:24])=[O:23])[NH:9]1)[C:2]1[CH:3]=[CH:4][CH:5]=[CH:6][CH:7]=1. The catalyst class is: 120. (3) Product: [CH3:1][C:2]1[CH:3]=[C:4]([CH2:11][C@@H:12]([NH:17][C:18]([N:20]2[CH2:21][CH2:22][CH:23]([C:26]3[C:27](=[O:36])[NH:28][C:29]4[C:34]([CH:35]=3)=[CH:33][CH:32]=[CH:31][CH:30]=4)[CH2:24][CH2:25]2)=[O:19])[C:13]([OH:15])=[O:14])[CH:5]=[C:6]2[C:10]=1[NH:9][N:8]=[CH:7]2. The catalyst class is: 20. Reactant: [CH3:1][C:2]1[CH:3]=[C:4]([CH2:11][C@@H:12]([NH:17][C:18]([N:20]2[CH2:25][CH2:24][CH:23]([C:26]3[C:27](=[O:36])[NH:28][C:29]4[C:34]([CH:35]=3)=[CH:33][CH:32]=[CH:31][CH:30]=4)[CH2:22][CH2:21]2)=[O:19])[C:13]([O:15]C)=[O:14])[CH:5]=[C:6]2[C:10]=1[NH:9][N:8]=[CH:7]2.[OH-].[Li+]. (4) Reactant: [C:1]1([C@H:7]2[CH2:11][O:10][C:9](=[O:12])[N:8]2[CH2:13][C:14]([OH:16])=[O:15])[CH:6]=[CH:5][CH:4]=[CH:3][CH:2]=1.[C:17](Cl)(=O)C. The catalyst class is: 5. Product: [C:1]1([C@H:7]2[CH2:11][O:10][C:9](=[O:12])[N:8]2[CH2:13][C:14]([O:16][CH3:17])=[O:15])[CH:2]=[CH:3][CH:4]=[CH:5][CH:6]=1.